Dataset: Full USPTO retrosynthesis dataset with 1.9M reactions from patents (1976-2016). Task: Predict the reactants needed to synthesize the given product. Given the product [F:12][C:2]1([F:1])[O:6][C:5]2[CH:7]=[CH:8][CH:9]=[C:10]([NH:11][NH2:13])[C:4]=2[O:3]1, predict the reactants needed to synthesize it. The reactants are: [F:1][C:2]1([F:12])[O:6][C:5]2[CH:7]=[CH:8][CH:9]=[C:10]([NH2:11])[C:4]=2[O:3]1.[N:13]([O-])=O.[Na+].[Sn](Cl)(Cl)(Cl)Cl.Cl[Sn]Cl.[OH-].[Na+].